This data is from Full USPTO retrosynthesis dataset with 1.9M reactions from patents (1976-2016). The task is: Predict the reactants needed to synthesize the given product. Given the product [NH2:35][C:26]1[C:25]2[N:24]=[C:23]([CH2:36][CH2:37][CH3:38])[N:22]([CH2:21][CH2:20][CH2:19][CH2:18][N:17]([OH:16])[C:5](=[O:7])[CH3:6])[C:34]=2[C:33]2[CH:32]=[CH:31][CH:30]=[CH:29][C:28]=2[N:27]=1, predict the reactants needed to synthesize it. The reactants are: C(O[C:5](=[O:7])[CH3:6])(=O)C.C(N(CC)CC)C.Cl.[OH:16][NH:17][CH2:18][CH2:19][CH2:20][CH2:21][N:22]1[C:34]2[C:33]3[CH:32]=[CH:31][CH:30]=[CH:29][C:28]=3[N:27]=[C:26]([NH2:35])[C:25]=2[N:24]=[C:23]1[CH2:36][CH2:37][CH3:38].[OH-].[Na+].C(=O)(O)[O-].[Na+].O.